Dataset: Full USPTO retrosynthesis dataset with 1.9M reactions from patents (1976-2016). Task: Predict the reactants needed to synthesize the given product. (1) Given the product [ClH:23].[O:1]([C:8]1[CH:9]=[CH:10][C:11]([S:14][CH:15]2[CH:20]3[CH2:21][CH2:22][N:17]([CH2:18][CH2:19]3)[CH2:16]2)=[CH:12][CH:13]=1)[C:2]1[CH:3]=[CH:4][CH:5]=[CH:6][CH:7]=1, predict the reactants needed to synthesize it. The reactants are: [O:1]([C:8]1[CH:13]=[CH:12][C:11]([S:14][CH:15]2[CH:20]3[CH2:21][CH2:22][N:17]([CH2:18][CH2:19]3)[CH2:16]2)=[CH:10][CH:9]=1)[C:2]1[CH:7]=[CH:6][CH:5]=[CH:4][CH:3]=1.[ClH:23]. (2) Given the product [CH:16]1([N:7]2[CH2:8][C:9]([F:15])([F:14])[C:10](=[O:13])[N:11]([CH3:12])[C:5]3[CH:4]=[N:3][C:2]([NH:35][C:36]4[CH:50]=[CH:49][C:39]([C:40]([NH:42][CH2:43][CH2:44][CH2:45][N:46]([CH3:47])[CH3:48])=[O:41])=[CH:38][C:37]=4[O:54][CH3:51])=[N:22][C:6]2=3)[CH2:21][CH2:20][CH2:19][CH2:18][CH2:17]1, predict the reactants needed to synthesize it. The reactants are: Cl[C:2]1[N:3]=[CH:4][C:5]2[N:11]([CH3:12])[C:10](=[O:13])[C:9]([F:15])([F:14])[CH2:8][N:7]([CH:16]3[CH2:21][CH2:20][CH2:19][CH2:18][CH2:17]3)[C:6]=2[N:22]=1.O.C1(C)C(S(O)(=O)=O)=CC=CC=1.[NH2:35][C:36]1[CH:50]=[CH:49][C:39]([C:40]([NH:42][CH2:43][CH2:44][CH2:45][N:46]([CH3:48])[CH3:47])=[O:41])=[CH:38][CH:37]=1.[CH:51]([OH:54])(C)C. (3) Given the product [OH:2][C:3]1[CH:12]=[C:11]2[C:6]([CH:7]=[N:8][C:9]([NH:13][C:14]3[CH:15]=[C:16]([S:20]([NH2:23])(=[O:22])=[O:21])[CH:17]=[CH:18][CH:19]=3)=[N:10]2)=[CH:5][CH:4]=1, predict the reactants needed to synthesize it. The reactants are: C[O:2][C:3]1[CH:12]=[C:11]2[C:6]([CH:7]=[N:8][C:9]([NH:13][C:14]3[CH:15]=[C:16]([S:20]([NH2:23])(=[O:22])=[O:21])[CH:17]=[CH:18][CH:19]=3)=[N:10]2)=[CH:5][CH:4]=1.C[S-].[Na+].